Dataset: Forward reaction prediction with 1.9M reactions from USPTO patents (1976-2016). Task: Predict the product of the given reaction. The product is: [O:1]=[C:2]([N:32]1[CH2:33][CH2:34][N:35]([C:38]2[CH:43]=[CH:42][C:41]([C:44]3[N:45]=[CH:46][CH:47]=[CH:48][N:49]=3)=[CH:40][CH:39]=2)[CH2:36][CH2:37]1)[CH2:3][N:4]1[CH2:8][CH2:7][CH:6]([C:9]([NH:11][C:12]2[CH:13]=[C:14]3[C:18](=[CH:19][CH:20]=2)[NH:17][N:16]=[C:15]3[C:29](=[NH:31])[OH:30])=[O:10])[CH2:5]1. Given the reactants [O:1]=[C:2]([N:32]1[CH2:37][CH2:36][N:35]([C:38]2[CH:43]=[CH:42][C:41]([C:44]3[N:49]=[CH:48][CH:47]=[CH:46][N:45]=3)=[CH:40][CH:39]=2)[CH2:34][CH2:33]1)[CH2:3][N:4]1[CH2:8][CH2:7][CH:6]([C:9]([NH:11][C:12]2[CH:13]=[C:14]3[C:18](=[CH:19][CH:20]=2)[N:17](COCC[Si](C)(C)C)[N:16]=[C:15]3[C:29](=[NH:31])[OH:30])=[O:10])[CH2:5]1.C(O)(C(F)(F)F)=O, predict the reaction product.